From a dataset of Full USPTO retrosynthesis dataset with 1.9M reactions from patents (1976-2016). Predict the reactants needed to synthesize the given product. (1) Given the product [O:12]([NH:4][CH2:1][C:2]#[CH:3])[C:13]1[CH:14]=[CH:15][CH:16]=[CH:17][CH:18]=1, predict the reactants needed to synthesize it. The reactants are: [CH2:1]([NH2:4])[C:2]#[CH:3].C([O-])([O-])=O.[K+].[K+].C[O:12][C:13]1[CH:14]=[C:15](O)[CH:16]=[C:17](OC)[CH:18]=1.C(OCC)(=O)C.CCCCCC. (2) Given the product [CH2:1]([O:8][C:9]1[C:18]([OH:40])=[C:17]2[C:12]([C:13](=[O:31])[C:14]([C:24]3[CH:29]=[CH:28][C:27]([Cl:30])=[CH:26][CH:25]=3)=[C:15]([CH:21]([CH3:22])[CH3:23])[O:16]2)=[CH:11][CH:10]=1)[C:2]1[CH:7]=[CH:6][CH:5]=[CH:4][CH:3]=1, predict the reactants needed to synthesize it. The reactants are: [CH2:1]([O:8][C:9]1[C:18](C=O)=[C:17]2[C:12]([C:13](=[O:31])[C:14]([C:24]3[CH:29]=[CH:28][C:27]([Cl:30])=[CH:26][CH:25]=3)=[C:15]([CH:21]([CH3:23])[CH3:22])[O:16]2)=[CH:11][CH:10]=1)[C:2]1[CH:7]=[CH:6][CH:5]=[CH:4][CH:3]=1.ClC1C=CC=C(C(OO)=[O:40])C=1.[OH-].[K+]. (3) Given the product [Cl:64][C:58]1[CH:59]=[CH:60][C:61]([Cl:63])=[CH:62][C:57]=1[C:56]([N:53]1[CH2:52][CH2:51][N:50]([C:48](=[O:49])[CH2:47][NH:46][C:22]([C:19]2[CH:18]=[C:17]([C:12]3[CH:13]=[CH:14][CH:15]=[CH:16][C:11]=3[OH:10])[NH:21][N:20]=2)=[O:24])[CH2:55][CH2:54]1)=[O:65], predict the reactants needed to synthesize it. The reactants are: CCN(C(C)C)C(C)C.[OH:10][C:11]1[CH:16]=[CH:15][CH:14]=[CH:13][C:12]=1[C:17]1[NH:21][N:20]=[C:19]([C:22]([OH:24])=O)[CH:18]=1.CCN=C=NCCCN(C)C.C1C=CC2N(O)N=NC=2C=1.[NH2:46][CH2:47][C:48]([N:50]1[CH2:55][CH2:54][N:53]([C:56](=[O:65])[C:57]2[CH:62]=[C:61]([Cl:63])[CH:60]=[CH:59][C:58]=2[Cl:64])[CH2:52][CH2:51]1)=[O:49].Cl. (4) Given the product [C:1]([O:5][C:6]([N:8]1[CH2:12][CH2:11][CH2:10][CH:9]1[CH2:13][NH:14][C:16]1[N:21]=[CH:20][C:19]([Cl:22])=[CH:18][N:17]=1)=[O:7])([CH3:4])([CH3:3])[CH3:2], predict the reactants needed to synthesize it. The reactants are: [C:1]([O:5][C:6]([N:8]1[CH2:12][CH2:11][CH2:10][C@H:9]1[CH2:13][NH2:14])=[O:7])([CH3:4])([CH3:3])[CH3:2].Cl[C:16]1[N:21]=[CH:20][C:19]([Cl:22])=[CH:18][N:17]=1.C(=O)([O-])[O-].[K+].[K+].C(N(C(C)C)CC)(C)C. (5) Given the product [CH3:1][C:2]1[C:11]2[C:6](=[CH:7][CH:8]=[CH:9][CH:10]=2)[C:5]([NH2:12])=[CH:4][CH:3]=1, predict the reactants needed to synthesize it. The reactants are: [CH3:1][C:2]1[C:11]2[C:6](=[CH:7][CH:8]=[CH:9][CH:10]=2)[C:5]([N+:12]([O-])=O)=[CH:4][CH:3]=1. (6) Given the product [CH3:1][O:2][C:3]1[CH:8]=[CH:7][C:6]([CH:9]([C:3]2[CH:8]=[CH:7][CH:6]=[CH:5][CH:4]=2)[C:10]#[N:11])=[CH:5][CH:4]=1, predict the reactants needed to synthesize it. The reactants are: [CH3:1][O:2][C:3]1[CH:8]=[CH:7][C:6]([CH2:9][C:10]#[N:11])=[CH:5][CH:4]=1.BrBr.[Al+3].[Cl-].[Cl-].[Cl-].Cl. (7) Given the product [CH:33]1([C:31]([NH:30][C:29]2[C:17]3[C:18](=[N:19][CH:20]=[C:21]([O:22][CH2:23][CH2:24][O:25][CH3:26])[C:16]=3[N:1]3[CH2:6][CH2:5][CH2:4][C@@H:3]([NH:7][C:8](=[O:14])[O:9][C:10]([CH3:11])([CH3:13])[CH3:12])[CH2:2]3)[NH:27][CH:28]=2)=[O:32])[CH2:34][CH2:35]1, predict the reactants needed to synthesize it. The reactants are: [NH:1]1[CH2:6][CH2:5][CH2:4][C@@H:3]([NH:7][C:8](=[O:14])[O:9][C:10]([CH3:13])([CH3:12])[CH3:11])[CH2:2]1.F[C:16]1[C:21]([O:22][CH2:23][CH2:24][O:25][CH3:26])=[CH:20][N:19]=[C:18]2[NH:27][CH:28]=[C:29]([NH:30][C:31]([CH:33]3[CH2:35][CH2:34]3)=[O:32])[C:17]=12.